The task is: Regression. Given two drug SMILES strings and cell line genomic features, predict the synergy score measuring deviation from expected non-interaction effect.. This data is from NCI-60 drug combinations with 297,098 pairs across 59 cell lines. (1) Drug 1: COC1=CC(=CC(=C1O)OC)C2C3C(COC3=O)C(C4=CC5=C(C=C24)OCO5)OC6C(C(C7C(O6)COC(O7)C8=CC=CS8)O)O. Drug 2: C1=NC(=NC(=O)N1C2C(C(C(O2)CO)O)O)N. Cell line: CAKI-1. Synergy scores: CSS=54.2, Synergy_ZIP=-7.83, Synergy_Bliss=-5.47, Synergy_Loewe=-3.44, Synergy_HSA=0.306. (2) Drug 1: CCCCCOC(=O)NC1=NC(=O)N(C=C1F)C2C(C(C(O2)C)O)O. Drug 2: C(CN)CNCCSP(=O)(O)O. Cell line: SF-295. Synergy scores: CSS=-6.68, Synergy_ZIP=3.00, Synergy_Bliss=-0.412, Synergy_Loewe=-7.40, Synergy_HSA=-7.48. (3) Drug 1: CC1C(C(CC(O1)OC2CC(CC3=C2C(=C4C(=C3O)C(=O)C5=C(C4=O)C(=CC=C5)OC)O)(C(=O)C)O)N)O.Cl. Drug 2: C1C(C(OC1N2C=NC3=C2NC=NCC3O)CO)O. Cell line: COLO 205. Synergy scores: CSS=19.0, Synergy_ZIP=-3.44, Synergy_Bliss=-8.31, Synergy_Loewe=-58.2, Synergy_HSA=-9.63.